From a dataset of Forward reaction prediction with 1.9M reactions from USPTO patents (1976-2016). Predict the product of the given reaction. (1) The product is: [C:16]1([C:2]2[C:3]3[C:8]([CH:9]=[C:10]4[C:15]=2[CH:14]=[CH:13][CH:12]=[CH:11]4)=[CH:7][CH:6]=[CH:5][CH:4]=3)[CH:21]=[CH:20][CH:19]=[CH:18][CH:17]=1. Given the reactants Br[C:2]1[C:3]2[C:8]([CH:9]=[C:10]3[C:15]=1[CH:14]=[CH:13][CH:12]=[CH:11]3)=[CH:7][CH:6]=[CH:5][CH:4]=2.[C:16]1(B(O)O)[CH:21]=[CH:20][CH:19]=[CH:18][CH:17]=1.C(=O)([O-])[O-].[K+].[K+], predict the reaction product. (2) Given the reactants [Na].[F:2][C:3]1[CH:8]=[CH:7][C:6]([CH:9]2[CH2:14][CH2:13][N:12]([C:15]([O:17][C:18]([CH3:21])([CH3:20])[CH3:19])=[O:16])[CH2:11][CH:10]2[C:22]([O:24]CC)=[O:23])=[CH:5][CH:4]=1.[OH-].[Na+].Cl, predict the reaction product. The product is: [C:18]([O:17][C:15]([N:12]1[CH2:13][CH2:14][C@@H:9]([C:6]2[CH:5]=[CH:4][C:3]([F:2])=[CH:8][CH:7]=2)[C@H:10]([C:22]([OH:24])=[O:23])[CH2:11]1)=[O:16])([CH3:21])([CH3:19])[CH3:20]. (3) Given the reactants C(=O)([O-])[O-].[K+].[K+].[CH2:7](Br)[CH:8]=[CH2:9].[CH2:11]([O:13][C:14](=[O:33])[C:15]([OH:32])([C:28]([F:31])([F:30])[F:29])[CH2:16][C:17]([C:20]1[CH:25]=[C:24]([F:26])[CH:23]=[CH:22][C:21]=1[OH:27])([CH3:19])[CH3:18])[CH3:12], predict the reaction product. The product is: [CH2:11]([O:13][C:14](=[O:33])[C:15]([OH:32])([C:28]([F:29])([F:30])[F:31])[CH2:16][C:17]([C:20]1[CH:25]=[C:24]([F:26])[CH:23]=[CH:22][C:21]=1[O:27][CH2:9][CH:8]=[CH2:7])([CH3:19])[CH3:18])[CH3:12]. (4) Given the reactants [C:1](Cl)(=O)C.[CH3:5][C:6]1[C:7]2[CH:17]=[CH:16][CH:15]=[CH:14][C:8]=2[O:9][C:10]=1[C:11]([OH:13])=[O:12], predict the reaction product. The product is: [CH3:1][O:12][C:11]([C:10]1[O:9][C:8]2[CH:14]=[CH:15][CH:16]=[CH:17][C:7]=2[C:6]=1[CH3:5])=[O:13]. (5) Given the reactants [NH:1]1[CH2:4][CH:3]([C:5]2[CH:6]=[CH:7][C:8]([NH:11][C:12]3[C:17](=[O:18])[N:16]([CH3:19])[CH:15]=[C:14]([C:20]4[C:21]([CH2:40][OH:41])=[C:22]([N:26]5[CH2:34][C:33]6[C:28](=[CH:29][CH:30]=[C:31]([C:35]([CH3:38])([CH3:37])[CH3:36])[CH:32]=6)[C:27]5=[O:39])[CH:23]=[CH:24][CH:25]=4)[CH:13]=3)=[N:9][CH:10]=2)[CH2:2]1.C=O.O.[C:45]([BH3-])#N.[Na+], predict the reaction product. The product is: [C:35]([C:31]1[CH:32]=[C:33]2[C:28](=[CH:29][CH:30]=1)[C:27](=[O:39])[N:26]([C:22]1[CH:23]=[CH:24][CH:25]=[C:20]([C:14]3[CH:13]=[C:12]([NH:11][C:8]4[CH:7]=[CH:6][C:5]([CH:3]5[CH2:2][N:1]([CH3:45])[CH2:4]5)=[CH:10][N:9]=4)[C:17](=[O:18])[N:16]([CH3:19])[CH:15]=3)[C:21]=1[CH2:40][OH:41])[CH2:34]2)([CH3:37])([CH3:38])[CH3:36].